From a dataset of Forward reaction prediction with 1.9M reactions from USPTO patents (1976-2016). Predict the product of the given reaction. Given the reactants [Cl:1][C:2]1[CH:3]=[C:4]([C@@H:12]([CH2:16][CH:17]2[CH2:20][C:19](=[O:21])[CH2:18]2)[C:13](Cl)=[O:14])[CH:5]=[CH:6][C:7]=1[S:8]([CH3:11])(=[O:10])=[O:9].[NH2:22][C:23]1[CH:27]=[CH:26][N:25]([CH2:28][C:29]([CH3:32])([OH:31])[CH3:30])[N:24]=1.N1C(C)=CC=CC=1C, predict the reaction product. The product is: [Cl:1][C:2]1[CH:3]=[C:4]([C@@H:12]([CH2:16][CH:17]2[CH2:20][C:19](=[O:21])[CH2:18]2)[C:13]([NH:22][C:23]2[CH:27]=[CH:26][N:25]([CH2:28][C:29]([OH:31])([CH3:30])[CH3:32])[N:24]=2)=[O:14])[CH:5]=[CH:6][C:7]=1[S:8]([CH3:11])(=[O:10])=[O:9].